This data is from NCI-60 drug combinations with 297,098 pairs across 59 cell lines. The task is: Regression. Given two drug SMILES strings and cell line genomic features, predict the synergy score measuring deviation from expected non-interaction effect. (1) Drug 1: CC1=C2C(C(=O)C3(C(CC4C(C3C(C(C2(C)C)(CC1OC(=O)C(C(C5=CC=CC=C5)NC(=O)OC(C)(C)C)O)O)OC(=O)C6=CC=CC=C6)(CO4)OC(=O)C)OC)C)OC. Drug 2: CC1CCCC2(C(O2)CC(NC(=O)CC(C(C(=O)C(C1O)C)(C)C)O)C(=CC3=CSC(=N3)C)C)C. Cell line: SF-539. Synergy scores: CSS=40.3, Synergy_ZIP=-5.66, Synergy_Bliss=-8.83, Synergy_Loewe=-11.9, Synergy_HSA=-7.60. (2) Drug 1: C1=CN(C=N1)CC(O)(P(=O)(O)O)P(=O)(O)O. Drug 2: COC1=C2C(=CC3=C1OC=C3)C=CC(=O)O2. Cell line: OVCAR-5. Synergy scores: CSS=-0.688, Synergy_ZIP=0.233, Synergy_Bliss=-0.0940, Synergy_Loewe=-2.86, Synergy_HSA=-2.40. (3) Drug 1: CN1CCC(CC1)COC2=C(C=C3C(=C2)N=CN=C3NC4=C(C=C(C=C4)Br)F)OC. Drug 2: C1=C(C(=O)NC(=O)N1)F. Cell line: LOX IMVI. Synergy scores: CSS=35.8, Synergy_ZIP=-3.04, Synergy_Bliss=-4.32, Synergy_Loewe=-2.77, Synergy_HSA=-1.64. (4) Drug 1: C1C(C(OC1N2C=C(C(=O)NC2=O)F)CO)O. Drug 2: CC12CCC3C(C1CCC2O)C(CC4=C3C=CC(=C4)O)CCCCCCCCCS(=O)CCCC(C(F)(F)F)(F)F. Cell line: LOX IMVI. Synergy scores: CSS=17.4, Synergy_ZIP=-3.14, Synergy_Bliss=0.364, Synergy_Loewe=-42.3, Synergy_HSA=-3.09.